Predict the reactants needed to synthesize the given product. From a dataset of Full USPTO retrosynthesis dataset with 1.9M reactions from patents (1976-2016). Given the product [Cl:1][C:2]1[CH:3]=[C:4]2[C:9](=[CH:10][C:11]=1[O:12][CH2:32][C:28]1[CH:27]=[N:26][CH:31]=[CH:30][CH:29]=1)[NH:8][C:7](=[O:13])[C:6]([CH2:14][NH:15][C:16]1[CH:23]=[CH:22][C:19]([C:20]#[N:21])=[C:18]([O:24][CH3:25])[CH:17]=1)=[CH:5]2, predict the reactants needed to synthesize it. The reactants are: [Cl:1][C:2]1[CH:3]=[C:4]2[C:9](=[CH:10][C:11]=1[OH:12])[NH:8][C:7](=[O:13])[C:6]([CH2:14][NH:15][C:16]1[CH:23]=[CH:22][C:19]([C:20]#[N:21])=[C:18]([O:24][CH3:25])[CH:17]=1)=[CH:5]2.[N:26]1[CH:31]=[CH:30][CH:29]=[C:28]([CH2:32]O)[CH:27]=1.C1(P(C2C=CC=CC=2)C2C=CC=CC=2)C=CC=CC=1.N(/C(OC(C)C)=O)=N\C(OC(C)C)=O.